From a dataset of Reaction yield outcomes from USPTO patents with 853,638 reactions. Predict the reaction yield, written as a fraction of the theoretical maximum amount of product (1.0 means a 100% yield; for example, 0.34 means a 34% yield). (1) The reactants are [F:1][C:2]1[C:3]([NH2:17])=[N:4][C:5]([O:8][CH2:9][C:10]2[CH:15]=[CH:14][C:13]([F:16])=[CH:12][CH:11]=2)=[N:6][CH:7]=1.[H-].[Na+].[CH2:20]([Si:22](Cl)([CH2:25][CH3:26])[CH2:23][CH3:24])[CH3:21].CCOCC. The catalyst is C1COCC1. The product is [F:1][C:2]1[C:3]([NH:17][Si:22]([CH2:25][CH3:26])([CH2:23][CH3:24])[CH2:20][CH3:21])=[N:4][C:5]([O:8][CH2:9][C:10]2[CH:11]=[CH:12][C:13]([F:16])=[CH:14][CH:15]=2)=[N:6][CH:7]=1. The yield is 0.330. (2) The yield is 0.880. The product is [Br:15][C:16]1[CH:21]=[CH:20][C:19]([C@@H:22]([C:24]2[N:25]=[N:26][N:27]([CH3:29])[CH:28]=2)[NH:23][C:11](=[O:13])[CH2:10][C:7]2[CH:6]=[CH:5][C:4]([CH:1]3[CH2:2][CH2:3]3)=[CH:9][CH:8]=2)=[CH:18][CH:17]=1. The catalyst is CN(C=O)C. The reactants are [CH:1]1([C:4]2[CH:9]=[CH:8][C:7]([CH2:10][C:11]([OH:13])=O)=[CH:6][CH:5]=2)[CH2:3][CH2:2]1.[Cl-].[Br:15][C:16]1[CH:21]=[CH:20][C:19]([C@@H:22]([C:24]2[N:25]=[N:26][N:27]([CH3:29])[CH:28]=2)[NH3+:23])=[CH:18][CH:17]=1.C(Cl)CCl.C(N(CC)CC)C. (3) The reactants are Cl.[Si]([O:9][C@H:10]1[CH2:14][CH2:13][N:12]([CH2:15][C:16]2[CH:21]=[CH:20][C:19]([CH3:22])=[CH:18][CH:17]=2)[C:11]1=[O:23])(C(C)(C)C)(C)C. The catalyst is C(Cl)Cl. The product is [OH:9][C@H:10]1[CH2:14][CH2:13][N:12]([CH2:15][C:16]2[CH:21]=[CH:20][C:19]([CH3:22])=[CH:18][CH:17]=2)[C:11]1=[O:23]. The yield is 0.890. (4) The reactants are [C:1]([O:6][CH3:7])(=[O:5])[C:2]([CH3:4])=O.COC(OC)[N:11]([CH3:13])C.Cl.[C:17]1([CH3:25])[CH:22]=[CH:21][CH:20]=[CH:19][C:18]=1[NH:23]N. The catalyst is C(O)(=O)C. The product is [CH3:25][C:17]1[CH:22]=[CH:21][CH:20]=[CH:19][C:18]=1[N:23]1[C:2]([C:1]([O:6][CH3:7])=[O:5])=[CH:4][CH:13]=[N:11]1. The yield is 0.550. (5) The reactants are Br[C:2]1[CH:7]=[CH:6][CH:5]=[CH:4][N:3]=1.[Li]CCCC.Br[C:14]1[CH:15]=[C:16]([CH:19]=[CH:20][CH:21]=1)[CH:17]=[O:18].Cl. The catalyst is [Cl-].[Cl-].[Zn+2].C1C=CC([P]([Pd]([P](C2C=CC=CC=2)(C2C=CC=CC=2)C2C=CC=CC=2)([P](C2C=CC=CC=2)(C2C=CC=CC=2)C2C=CC=CC=2)[P](C2C=CC=CC=2)(C2C=CC=CC=2)C2C=CC=CC=2)(C2C=CC=CC=2)C2C=CC=CC=2)=CC=1.C1COCC1. The product is [N:3]1[CH:4]=[CH:5][CH:6]=[CH:7][C:2]=1[C:14]1[CH:15]=[C:16]([CH:19]=[CH:20][CH:21]=1)[CH:17]=[O:18]. The yield is 0.380. (6) The reactants are [N:1]1([C:7]2[CH:12]=[CH:11][NH:10][C:9](=[S:13])[C:8]=2[C:14]#[N:15])[CH2:6][CH2:5][S:4][CH2:3][CH2:2]1.[OH-].[Na+].Cl[CH2:19][C:20]([NH2:22])=[O:21].O. The catalyst is CN(C)C=O. The product is [NH2:15][C:14]1[C:8]2[C:9](=[N:10][CH:11]=[CH:12][C:7]=2[N:1]2[CH2:2][CH2:3][S:4][CH2:5][CH2:6]2)[S:13][C:19]=1[C:20]([NH2:22])=[O:21]. The yield is 0.110.